From a dataset of Full USPTO retrosynthesis dataset with 1.9M reactions from patents (1976-2016). Predict the reactants needed to synthesize the given product. (1) Given the product [CH3:31][O:30][CH2:29][CH2:28][CH2:27][CH2:26][N:25]1[C:24]2[CH:32]=[CH:33][CH:34]=[CH:35][C:23]=2[N:22]=[C:21]1[C:19]([N:14]([CH2:15][CH:16]([CH3:18])[CH3:17])[C@H:12]1[CH2:11][C@@H:10]([C:36](=[O:38])[N:47]([O:62][CH3:61])[CH3:49])[CH2:9][N:8]([C:6]([O:5][C:1]([CH3:3])([CH3:2])[CH3:4])=[O:7])[CH2:13]1)=[O:20], predict the reactants needed to synthesize it. The reactants are: [C:1]([O:5][C:6]([N:8]1[CH2:13][C@@H:12]([N:14]([C:19]([C:21]2[N:25]([CH2:26][CH2:27][CH2:28][CH2:29][O:30][CH3:31])[C:24]3[CH:32]=[CH:33][CH:34]=[CH:35][C:23]=3[N:22]=2)=[O:20])[CH2:15][CH:16]([CH3:18])[CH3:17])[CH2:11][C@@H:10]([C:36]([OH:38])=O)[CH2:9]1)=[O:7])([CH3:4])([CH3:3])[CH3:2].CCN=C=NCCC[N:47]([CH3:49])C.C1C=CC2N(O)N=NC=2C=1.Cl.[CH3:61][O:62]CN. (2) The reactants are: [CH2:1]([O:8][C:9]1[C:10]([O:32][CH3:33])=[CH:11][C:12]([C:26]2[N:30]=[C:29]([CH3:31])[O:28][N:27]=2)=[C:13]([C:15](=[O:25])[C:16]([NH:18][CH:19]2[CH2:24][CH2:23][CH2:22][CH2:21][CH2:20]2)=[O:17])[CH:14]=1)[C:2]1[CH:7]=[CH:6][CH:5]=[CH:4][CH:3]=1.[H-].[Na+].I[CH3:37].Cl. Given the product [CH2:1]([O:8][C:9]1[C:10]([O:32][CH3:33])=[CH:11][C:12]([C:26]2[N:30]=[C:29]([CH3:31])[O:28][N:27]=2)=[C:13]([C:15](=[O:25])[C:16]([N:18]([CH:19]2[CH2:20][CH2:21][CH2:22][CH2:23][CH2:24]2)[CH3:37])=[O:17])[CH:14]=1)[C:2]1[CH:3]=[CH:4][CH:5]=[CH:6][CH:7]=1, predict the reactants needed to synthesize it. (3) Given the product [CH3:16][N:17]([CH3:19])[CH:18]=[C:9]([C:6]1[CH:5]=[CH:4][C:3]([O:2][CH3:1])=[CH:8][CH:7]=1)[C:10]([O:12][CH3:13])=[O:11], predict the reactants needed to synthesize it. The reactants are: [CH3:1][O:2][C:3]1[CH:8]=[CH:7][C:6]([CH2:9][C:10]([O:12][CH3:13])=[O:11])=[CH:5][CH:4]=1.CO[CH:16](OC)[N:17]([CH3:19])[CH3:18]. (4) Given the product [CH:1]1([CH:7]([NH:17][C:18]2[CH:27]=[CH:26][C:21]([C:22]([OH:24])=[O:23])=[CH:20][CH:19]=2)[C:8]2[CH:12]=[C:11]([CH:13]([OH:14])[CH:28]([CH3:30])[CH3:29])[S:10][C:9]=2[CH2:15][CH3:16])[CH2:6][CH2:5][CH2:4][CH2:3][CH2:2]1, predict the reactants needed to synthesize it. The reactants are: [CH:1]1([CH:7]([NH:17][C:18]2[CH:27]=[CH:26][C:21]([C:22]([O:24]C)=[O:23])=[CH:20][CH:19]=2)[C:8]2[CH:12]=[C:11]([CH:13]=[O:14])[S:10][C:9]=2[CH2:15][CH3:16])[CH2:6][CH2:5][CH2:4][CH2:3][CH2:2]1.[CH:28]([Mg]Br)([CH3:30])[CH3:29].O1CCCC1.[Cl-].[NH4+].[OH-].[Na+]. (5) Given the product [N+:23]([C:26]1[CH:27]=[C:28]([CH2:32][CH2:33][CH:34]=[O:35])[CH:29]=[CH:30][CH:31]=1)([O-:25])=[O:24], predict the reactants needed to synthesize it. The reactants are: CC(OI1(OC(C)=O)(OC(C)=O)OC(=O)C2C=CC=CC1=2)=O.[N+:23]([C:26]1[CH:27]=[C:28]([CH2:32][CH2:33][CH2:34][OH:35])[CH:29]=[CH:30][CH:31]=1)([O-:25])=[O:24].S([O-])([O-])(=O)=S.[Na+].[Na+].C(=O)([O-])O.[Na+]. (6) Given the product [NH2:15][CH2:14][C:11]1([OH:16])[CH2:12][CH2:13][N:8]([CH2:1][C:2]2[CH:7]=[CH:6][CH:5]=[CH:4][CH:3]=2)[CH2:9][CH2:10]1, predict the reactants needed to synthesize it. The reactants are: [CH2:1]([N:8]1[CH2:13][CH2:12][C:11]([OH:16])([C:14]#[N:15])[CH2:10][CH2:9]1)[C:2]1[CH:7]=[CH:6][CH:5]=[CH:4][CH:3]=1.[H-].[Al+3].[Li+].[H-].[H-].[H-].[C@H](O)(C([O-])=O)[C@@H](O)C([O-])=O.[Na+].[K+]. (7) Given the product [Br:15][C:11]1[CH:12]=[C:13]([CH3:14])[C:8]([NH:7][C:36](=[O:37])[C:35]([O:34][C:33]2[CH:41]=[C:42]([N+:45]([O-:47])=[O:46])[CH:43]=[CH:44][C:32]=2[Br:31])([CH3:40])[CH3:39])=[N:9][CH:10]=1, predict the reactants needed to synthesize it. The reactants are: C(Cl)(=O)C(Cl)=O.[NH2:7][C:8]1[C:13]([CH3:14])=[CH:12][C:11]([Br:15])=[CH:10][N:9]=1.C[Si]([N-][Si](C)(C)C)(C)C.[Li+].O1CCCC1.[Br:31][C:32]1[CH:44]=[CH:43][C:42]([N+:45]([O-:47])=[O:46])=[CH:41][C:33]=1[O:34][C:35]([CH3:40])([CH3:39])[C:36](Cl)=[O:37].C(O)(=O)CC(CC(O)=O)(C(O)=O)O.C(=O)([O-])O.[Na+]. (8) Given the product [ClH:1].[ClH:32].[Cl:1][C:2]1[CH:31]=[CH:30][C:5]([C:6]([NH:8][C:9]2[CH:10]=[CH:11][C:12]([C@@H:15]([NH:17][C:18]3[C:27]4[C:22](=[CH:23][C:24]([CH3:28])=[CH:25][CH:26]=4)[N:21]=[C:20]([N:34]([CH3:35])[CH3:33])[N:19]=3)[CH3:16])=[CH:13][CH:14]=2)=[O:7])=[CH:4][N:3]=1, predict the reactants needed to synthesize it. The reactants are: [Cl:1][C:2]1[CH:31]=[CH:30][C:5]([C:6]([NH:8][C:9]2[CH:14]=[CH:13][C:12]([C@@H:15]([NH:17][C:18]3[C:27]4[C:22](=[CH:23][C:24]([CH3:28])=[CH:25][CH:26]=4)[N:21]=[C:20](Cl)[N:19]=3)[CH3:16])=[CH:11][CH:10]=2)=[O:7])=[CH:4][N:3]=1.[ClH:32].[CH3:33][NH:34][CH3:35]. (9) Given the product [CH3:11][C:10]1[O:9][N:8]=[CH:7][C:6]=1[C:4](=[O:5])[CH3:13], predict the reactants needed to synthesize it. The reactants are: CON(C)[C:4]([C:6]1[CH:7]=[N:8][O:9][C:10]=1[CH3:11])=[O:5].[CH3:13][Mg]Br. (10) Given the product [CH:22]1[C:27](=[O:28])[C:26]([OH:29])=[CH:25][N:24]([CH2:30][CH:31]([NH2:35])[C:32]([OH:34])=[O:33])[CH:23]=1, predict the reactants needed to synthesize it. The reactants are: C([O-])(=O)COCC([O-])=O.CCN=C=NCCCN(C)C.Cl.[CH:22]1[C:27](=[O:28])[C:26]([OH:29])=[CH:25][N:24]([CH2:30][C@H:31]([NH2:35])[C:32]([OH:34])=[O:33])[CH:23]=1.CN(CCN(C)C)C.Cl.